This data is from Full USPTO retrosynthesis dataset with 1.9M reactions from patents (1976-2016). The task is: Predict the reactants needed to synthesize the given product. (1) The reactants are: [Br:1][C:2]1[C:3](Cl)=[N:4][CH:5]=[C:6]([CH:21]=1)[C:7]([NH:9][C:10]1[CH:15]=[CH:14][C:13]([O:16][C:17]([F:20])([F:19])[F:18])=[CH:12][CH:11]=1)=[O:8].[CH3:23][N:24]([C@H:32]1[CH2:36][CH2:35][NH:34][CH2:33]1)[C:25](=[O:31])[O:26][C:27]([CH3:30])([CH3:29])[CH3:28]. Given the product [Br:1][C:2]1[C:3]([N:34]2[CH2:35][CH2:36][C@H:32]([N:24]([CH3:23])[C:25](=[O:31])[O:26][C:27]([CH3:28])([CH3:29])[CH3:30])[CH2:33]2)=[N:4][CH:5]=[C:6]([C:7](=[O:8])[NH:9][C:10]2[CH:15]=[CH:14][C:13]([O:16][C:17]([F:20])([F:19])[F:18])=[CH:12][CH:11]=2)[CH:21]=1, predict the reactants needed to synthesize it. (2) Given the product [C:1]([CH:5]1[CH2:6][CH2:7][CH:8]([C:11]2[CH:16]=[CH:15][C:14]([O:17][CH3:18])=[CH:13][C:12]=2[NH2:19])[CH2:9][CH2:10]1)([CH3:4])([CH3:2])[CH3:3], predict the reactants needed to synthesize it. The reactants are: [C:1]([CH:5]1[CH2:10][CH2:9][C:8]([C:11]2[CH:16]=[CH:15][C:14]([O:17][CH3:18])=[CH:13][C:12]=2[N+:19]([O-])=O)=[CH:7][CH2:6]1)([CH3:4])([CH3:3])[CH3:2].CO. (3) The reactants are: Br[C:2]1[C:7]2[S:8][CH:9]=[C:10]([CH3:11])[C:6]=2[CH:5]=[C:4]([Cl:12])[CH:3]=1.[CH3:13][O-:14].[Na+]. Given the product [Cl:12][C:4]1[CH:3]=[C:2]([O:14][CH3:13])[C:7]2[S:8][CH:9]=[C:10]([CH3:11])[C:6]=2[CH:5]=1, predict the reactants needed to synthesize it.